Dataset: Reaction yield outcomes from USPTO patents with 853,638 reactions. Task: Predict the reaction yield, written as a fraction of the theoretical maximum amount of product (1.0 means a 100% yield; for example, 0.34 means a 34% yield). (1) The reactants are [N:1]1[NH:2][N:3]=[N:4][C:5]=1[NH2:6].Cl[CH2:8][C:9]1[C:10]([CH3:15])=[N:11][O:12][C:13]=1[CH3:14].C(=O)([O-])[O-].[K+].[K+]. The catalyst is CN(C=O)C.ClCCl. The product is [CH3:15][C:10]1[C:9]([CH2:8][N:2]2[N:3]=[N:4][C:5]([NH2:6])=[N:1]2)=[C:13]([CH3:14])[O:12][N:11]=1. The yield is 0.400. (2) The reactants are [CH3:1][O:2][C:3]1[CH:11]=[C:7]([C:8]([OH:10])=O)[C:6]([OH:12])=[CH:5][CH:4]=1.[CH3:13][C:14]([C:17]1[CH:18]=[C:19]([CH:21]=[C:22]([C:24]([CH3:27])([CH3:26])[CH3:25])[CH:23]=1)[NH2:20])([CH3:16])[CH3:15]. No catalyst specified. The product is [CH3:16][C:14]([C:17]1[CH:18]=[C:19]([NH:20][C:8](=[O:10])[C:7]2[CH:11]=[C:3]([O:2][CH3:1])[CH:4]=[CH:5][C:6]=2[OH:12])[CH:21]=[C:22]([C:24]([CH3:27])([CH3:26])[CH3:25])[CH:23]=1)([CH3:13])[CH3:15]. The yield is 0.127. (3) The reactants are Br[C:2]1[CH:3]=[CH:4][C:5]([NH:8][C:9](=[O:28])[CH2:10][C:11]2[CH:16]=[CH:15][C:14]([O:17][C:18]3[CH:23]=[CH:22][C:21]([N+:24]([O-:26])=[O:25])=[C:20]([OH:27])[CH:19]=3)=[CH:13][CH:12]=2)=[N:6][CH:7]=1.[CH3:29][O:30][C:31]1[CH:36]=[CH:35][C:34](B(O)O)=[CH:33][CH:32]=1. No catalyst specified. The product is [CH3:29][O:30][C:31]1[CH:36]=[CH:35][C:34]([C:2]2[CH:3]=[CH:4][C:5]([NH:8][C:9](=[O:28])[CH2:10][C:11]3[CH:16]=[CH:15][C:14]([O:17][C:18]4[CH:23]=[CH:22][C:21]([N+:24]([O-:26])=[O:25])=[C:20]([OH:27])[CH:19]=4)=[CH:13][CH:12]=3)=[N:6][CH:7]=2)=[CH:33][CH:32]=1. The yield is 0.450.